Task: Predict which catalyst facilitates the given reaction.. Dataset: Catalyst prediction with 721,799 reactions and 888 catalyst types from USPTO Reactant: [CH2:1]([N:8]1[C@H:13]([CH3:14])[CH2:12][O:11][C:10]([CH2:16][CH:17]=[O:18])([CH3:15])[C:9]1=[O:19])[C:2]1[CH:7]=[CH:6][CH:5]=[CH:4][CH:3]=1.[BH4-].[Na+].O. Product: [CH2:1]([N:8]1[C@H:13]([CH3:14])[CH2:12][O:11][C:10]([CH2:16][CH2:17][OH:18])([CH3:15])[C:9]1=[O:19])[C:2]1[CH:3]=[CH:4][CH:5]=[CH:6][CH:7]=1. The catalyst class is: 5.